This data is from Forward reaction prediction with 1.9M reactions from USPTO patents (1976-2016). The task is: Predict the product of the given reaction. The product is: [Cl:13][C:5]1[C:4]2[C:9](=[CH:10][CH:11]=[C:2]([NH:22][CH2:21][C:20]3[CH:23]=[CH:24][CH:25]=[CH:26][C:19]=3[C:15]3[O:14][CH:18]=[CH:17][CH:16]=3)[CH:3]=2)[C:8](=[O:12])[NH:7][N:6]=1. Given the reactants Br[C:2]1[CH:3]=[C:4]2[C:9](=[CH:10][CH:11]=1)[C:8](=[O:12])[NH:7][N:6]=[C:5]2[Cl:13].[O:14]1[CH:18]=[CH:17][CH:16]=[C:15]1[C:19]1[CH:26]=[CH:25][CH:24]=[CH:23][C:20]=1[CH2:21][NH2:22].C1C=CC(P(C2C(C3C(P(C4C=CC=CC=4)C4C=CC=CC=4)=CC=C4C=3C=CC=C4)=C3C(C=CC=C3)=CC=2)C2C=CC=CC=2)=CC=1.CC([O-])(C)C.[Na+], predict the reaction product.